This data is from Forward reaction prediction with 1.9M reactions from USPTO patents (1976-2016). The task is: Predict the product of the given reaction. Given the reactants [CH:1]([C:3]1[CH:4]=[CH:5][C:6]([O:18][CH3:19])=[C:7]([CH:17]=1)[CH2:8][NH:9][C:10](=[O:16])[O:11][C:12]([CH3:15])([CH3:14])[CH3:13])=[O:2].[BH4-].[Na+].O, predict the reaction product. The product is: [C:12]([O:11][C:10](=[O:16])[NH:9][CH2:8][C:7]1[CH:17]=[C:3]([CH2:1][OH:2])[CH:4]=[CH:5][C:6]=1[O:18][CH3:19])([CH3:15])([CH3:14])[CH3:13].